Task: Predict the product of the given reaction.. Dataset: Forward reaction prediction with 1.9M reactions from USPTO patents (1976-2016) (1) Given the reactants Br[C:2]1[CH:11]=[CH:10][CH:9]=[C:8]2[C:3]=1[CH:4]=[CH:5][C:6]([S:12]([O:15][CH2:16][C:17]([F:20])([F:19])[F:18])(=[O:14])=[O:13])=[CH:7]2.C[N:22]1[C:26]([C:27]2[CH:32]=[C:31]([C:33]([F:36])([F:35])[F:34])[CH:30]=[CH:29][C:28]=2B(O)O)=[CH:25][CH:24]=[N:23]1.[O-]P([O-])([O-])=O.[K+].[K+].[K+].O1CCOC[CH2:49]1, predict the reaction product. The product is: [CH3:49][N:23]1[CH:24]=[CH:25][C:26]([C:27]2[CH:32]=[C:31]([C:33]([F:36])([F:35])[F:34])[CH:30]=[CH:29][C:28]=2[C:2]2[CH:11]=[CH:10][CH:9]=[C:8]3[C:3]=2[CH:4]=[CH:5][C:6]([S:12]([O:15][CH2:16][C:17]([F:20])([F:19])[F:18])(=[O:14])=[O:13])=[CH:7]3)=[N:22]1. (2) Given the reactants S[C:2]1[O:3][C:4]2[C:10]([S:11]([NH2:14])(=[O:13])=[O:12])=[CH:9][CH:8]=[CH:7][C:5]=2[N:6]=1.NC1C(O)=C(S(N)(=O)=O)C=CC=1.CCOC([S-])=S.[K+].S(Cl)([Cl:36])=O, predict the reaction product. The product is: [Cl:36][C:2]1[O:3][C:4]2[C:10]([S:11]([NH2:14])(=[O:13])=[O:12])=[CH:9][CH:8]=[CH:7][C:5]=2[N:6]=1. (3) Given the reactants [CH3:1][C:2]1[S:3][CH:4]=[C:5]([CH:7]2[CH2:12][CH2:11][CH:10]([NH:13]C(=O)OCC3C4C=CC=CC=4C4C3=CC=CC=4)[CH2:9][CH2:8]2)[N:6]=1.C(NCC)C, predict the reaction product. The product is: [CH3:1][C:2]1[S:3][CH:4]=[C:5]([CH:7]2[CH2:12][CH2:11][CH:10]([NH2:13])[CH2:9][CH2:8]2)[N:6]=1. (4) Given the reactants [Cl:1][C:2]1[CH:3]=[C:4]([NH:9][C:10]2[C:19]3[C:14](=[CH:15][C:16]([N:27]4[CH2:37][CH2:36][CH2:35][C:29]5([CH2:33][N:32]([CH3:34])[CH2:31][CH2:30]5)[CH2:28]4)=[C:17]([NH:20][C:21](=[O:26])/[CH:22]=[CH:23]/[CH2:24]Br)[CH:18]=3)[N:13]=[CH:12][N:11]=2)[CH:5]=[CH:6][C:7]=1[F:8].[NH:38]1[CH2:43][CH2:42][CH2:41][CH2:40][CH2:39]1.C(=O)([O-])[O-].[K+].[K+].O, predict the reaction product. The product is: [Cl:1][C:2]1[CH:3]=[C:4]([NH:9][C:10]2[C:19]3[C:14](=[CH:15][C:16]([N:27]4[CH2:37][CH2:36][CH2:35][C:29]5([CH2:33][N:32]([CH3:34])[CH2:31][CH2:30]5)[CH2:28]4)=[C:17]([NH:20][C:21](=[O:26])/[CH:22]=[CH:23]/[CH2:24][N:38]4[CH2:43][CH2:42][CH2:41][CH2:40][CH2:39]4)[CH:18]=3)[N:13]=[CH:12][N:11]=2)[CH:5]=[CH:6][C:7]=1[F:8]. (5) Given the reactants [C:1]([O:5][C:6]([N:8]1[CH2:13][CH2:12][CH:11]([C:14]([OH:16])=[O:15])[CH2:10][CH2:9]1)=[O:7])([CH3:4])([CH3:3])[CH3:2].C([O-])(O)=O.[Na+].S(Cl)(O[CH2:26][Cl:27])(=O)=O, predict the reaction product. The product is: [N:8]1([C:6]([O:5][C:1]([CH3:4])([CH3:2])[CH3:3])=[O:7])[CH2:13][CH2:12][CH:11]([C:14]([O:16][CH2:26][Cl:27])=[O:15])[CH2:10][CH2:9]1. (6) Given the reactants Br[C:2]1[CH:3]=[C:4]([CH:43]=[C:44]([C:46]([O:48]C)=[O:47])[CH:45]=1)[C:5]([NH:7][C@@H:8]([CH2:34][C:35]1C=C(F)C=C(F)C=1)[C@@H]([C@H]1C[C@@H](OCCC)CN1C(OC(C)(C)C)=O)O[Si](C(C)(C)C)(C)C)=[O:6].Br[C:51]1[CH:52]=C(C=C(C(OC)=O)[CH:59]=1)C(O)=O.CCN(C(C)C)C(C)C.CN(C(ON1N=NC2C=CC=NC1=2)=[N+](C)C)C.F[P-](F)(F)(F)(F)F.N[C@@H](CC1C=C(F)C=C(F)C=1)[C@@H]([C@H]1C[C@@H](OCCC)CN1C(OC(C)(C)C)=O)O[Si](C(C)(C)C)(C)C, predict the reaction product. The product is: [CH2:59]([N:7]([CH2:8][CH2:34][CH3:35])[C:5]([C:4]1[CH:43]=[C:44]([CH:45]=[CH:2][CH:3]=1)[C:46]([OH:48])=[O:47])=[O:6])[CH2:51][CH3:52].